Dataset: Reaction yield outcomes from USPTO patents with 853,638 reactions. Task: Predict the reaction yield, written as a fraction of the theoretical maximum amount of product (1.0 means a 100% yield; for example, 0.34 means a 34% yield). The reactants are C[O:2][C:3]([C:5]1([C:8]2[CH:9]=[CH:10][C:11]3[O:15][C:14](=[O:16])[NH:13][C:12]=3[CH:17]=2)[CH2:7][CH2:6]1)=[O:4].O[Li].O. The catalyst is CO.O. The product is [O:16]=[C:14]1[NH:13][C:12]2[CH:17]=[C:8]([C:5]3([C:3]([OH:4])=[O:2])[CH2:7][CH2:6]3)[CH:9]=[CH:10][C:11]=2[O:15]1. The yield is 0.840.